This data is from CYP2C19 inhibition data for predicting drug metabolism from PubChem BioAssay. The task is: Regression/Classification. Given a drug SMILES string, predict its absorption, distribution, metabolism, or excretion properties. Task type varies by dataset: regression for continuous measurements (e.g., permeability, clearance, half-life) or binary classification for categorical outcomes (e.g., BBB penetration, CYP inhibition). Dataset: cyp2c19_veith. (1) The drug is CCOC(=O)CCN1C(=O)[C@H]2CC[C@H]3/C(=N\OC[C@@H](O)COCc4ccco4)C[C@@H](O)[C@@H](O)[C@@H]3[C@@H]2C1=O. The result is 0 (non-inhibitor). (2) The result is 0 (non-inhibitor). The compound is Cc1nc2cnc(N(C)C)nc2n(-c2ccccc2)c1=O. (3) The compound is CNc1nc(C)cc(C)c1S(=O)(=O)c1ccc(C)cc1. The result is 1 (inhibitor). (4) The drug is CO[C@H]1COC(=O)[C@H](C)COC(=O)[C@@H](OCc2ccccc2)/C=C\[C@@H]1C. The result is 0 (non-inhibitor). (5) The compound is COc1ccc(CC(=S)N2CCOCC2)cc1OC. The result is 1 (inhibitor). (6) The compound is CCOC(=O)C1CCN(c2c(NCc3ccc(C(=O)NCCC(C)C)cc3)c(=O)c2=O)CC1. The result is 1 (inhibitor). (7) The compound is O=C1C2C3C=CC(C3)C2C(=O)N1c1ncn[nH]1. The result is 0 (non-inhibitor). (8) The drug is CCOC(=O)CCN1C(=O)[C@H]2CC[C@H]3/C(=N\NC(=O)OCC)C[C@@H](O)[C@@H](O)[C@@H]3[C@@H]2C1=O. The result is 0 (non-inhibitor). (9) The compound is CCCC[C@]1(C2CCCC2)Cc2cc(OCC(=O)O)c(Cl)c(Cl)c2C1=O. The result is 0 (non-inhibitor).